This data is from Forward reaction prediction with 1.9M reactions from USPTO patents (1976-2016). The task is: Predict the product of the given reaction. (1) Given the reactants C([O:3][C:4](=[O:19])[C@@H:5]([O:17][CH3:18])[CH2:6][C:7]1[CH:12]=[CH:11][C:10]([O:13][CH2:14][CH2:15]Br)=[CH:9][CH:8]=1)C.[C:20]1([OH:26])[CH:25]=[CH:24][CH:23]=[CH:22][CH:21]=1.CO[C@@H](CC1C=CC(OCCCOC2C=CC=CC=2)=CC=1)C(O)=O, predict the reaction product. The product is: [CH3:18][O:17][C@@H:5]([CH2:6][C:7]1[CH:8]=[CH:9][C:10]([O:13][CH2:14][CH2:15][O:26][C:20]2[CH:25]=[CH:24][CH:23]=[CH:22][CH:21]=2)=[CH:11][CH:12]=1)[C:4]([OH:3])=[O:19]. (2) Given the reactants C(OC([N:8]1[CH2:12][CH2:11][CH2:10][C@H:9]1[C:13]([O:15][C:16]1[CH:17]=[C:18]([CH:48]=[CH:49][C:50]=1[O:51][CH3:52])[C:19]([O:21][C@H:22]([C:33]1[CH:38]=[CH:37][C:36]([O:39][CH:40]([F:42])[F:41])=[C:35]([O:43][CH2:44][CH:45]2[CH2:47][CH2:46]2)[CH:34]=1)[CH2:23][C:24]1[C:29]([Cl:30])=[CH:28][N+:27]([O-:31])=[CH:26][C:25]=1[Cl:32])=[O:20])=[O:14])=O)(C)(C)C, predict the reaction product. The product is: [ClH:30].[Cl:32][C:25]1[CH:26]=[N+:27]([O-:31])[CH:28]=[C:29]([Cl:30])[C:24]=1[CH2:23][C@@H:22]([C:33]1[CH:38]=[CH:37][C:36]([O:39][CH:40]([F:42])[F:41])=[C:35]([O:43][CH2:44][CH:45]2[CH2:47][CH2:46]2)[CH:34]=1)[O:21][C:19](=[O:20])[C:18]1[CH:48]=[CH:49][C:50]([O:51][CH3:52])=[C:16]([O:15][C:13]([C@@H:9]2[CH2:10][CH2:11][CH2:12][NH:8]2)=[O:14])[CH:17]=1. (3) Given the reactants [F:1][C:2]1[CH:7]=[CH:6][CH:5]=[CH:4][C:3]=1[NH:8][C:9](=[O:25])[NH:10][C:11]1[CH:16]=[CH:15][C:14]([C:17]2[CH:21]=[C:20]([C:22](O)=[O:23])[O:19][N:18]=2)=[CH:13][CH:12]=1.C1(N=C=NC2CCCCC2)CCCCC1.ON1C2C=CC=CC=2N=N1.Cl.[CH3:52][O:53][C:54](=[O:59])[C@H:55]([CH2:57][OH:58])[NH2:56].C(N(CC)CC)C, predict the reaction product. The product is: [F:1][C:2]1[CH:7]=[CH:6][CH:5]=[CH:4][C:3]=1[NH:8][C:9](=[O:25])[NH:10][C:11]1[CH:12]=[CH:13][C:14]([C:17]2[CH:21]=[C:20]([C:22]([NH:56][C@@H:55]([CH2:57][OH:58])[C:54]([O:53][CH3:52])=[O:59])=[O:23])[O:19][N:18]=2)=[CH:15][CH:16]=1.